Predict the product of the given reaction. From a dataset of Forward reaction prediction with 1.9M reactions from USPTO patents (1976-2016). Given the reactants Br[C:2]1[CH:3]=[N:4][C:5]2[N:6]([CH:8]=[C:9]([CH2:11][O:12][C:13]3[CH:18]=[CH:17][C:16]([F:19])=[CH:15][CH:14]=3)[N:10]=2)[CH:7]=1.[CH3:20][O:21][C:22]1[CH:23]=[CH:24][C:25](B(O)O)=[N:26][CH:27]=1, predict the reaction product. The product is: [F:19][C:16]1[CH:17]=[CH:18][C:13]([O:12][CH2:11][C:9]2[N:10]=[C:5]3[N:4]=[CH:3][C:2]([C:25]4[CH:24]=[CH:23][C:22]([O:21][CH3:20])=[CH:27][N:26]=4)=[CH:7][N:6]3[CH:8]=2)=[CH:14][CH:15]=1.